Dataset: Reaction yield outcomes from USPTO patents with 853,638 reactions. Task: Predict the reaction yield, written as a fraction of the theoretical maximum amount of product (1.0 means a 100% yield; for example, 0.34 means a 34% yield). (1) The reactants are CC1(C)[O:7][CH2:6][C:5]([NH:31]C(=O)OC(C)(C)C)([C:8]2[O:9][C:10]3[CH:16]=[CH:15][C:14]([C:17]4[N:21]=[C:20](/[CH:22]=[CH:23]/[C:24]5[CH:29]=[CH:28][C:27]([CH3:30])=[CH:26][CH:25]=5)[O:19][N:18]=4)=[CH:13][C:11]=3[CH:12]=2)[CH2:4][O:3]1.C(=O)(OC1(C2OC3C=CC(C4N=C(C5C=CC(OCCC)=C(Cl)C=5)ON=4)=CC=3C=2)COC(C)(C)OC1C(C)(C)C)N. No catalyst specified. The product is [NH2:31][C:5]([C:8]1[O:9][C:10]2[CH:16]=[CH:15][C:14]([C:17]3[N:21]=[C:20](/[CH:22]=[CH:23]/[C:24]4[CH:29]=[CH:28][C:27]([CH3:30])=[CH:26][CH:25]=4)[O:19][N:18]=3)=[CH:13][C:11]=2[CH:12]=1)([CH2:4][OH:3])[CH2:6][OH:7]. The yield is 0.480. (2) The reactants are [C:1](Cl)(Cl)=[S:2].[Br:5][C:6]1[CH:7]=[C:8]([CH:12]([C:14]2[CH:19]=[CH:18][C:17]([O:20][CH3:21])=[CH:16][CH:15]=2)[NH2:13])[CH:9]=[CH:10][CH:11]=1. The catalyst is ClCCl.C(=O)(O)[O-].[Na+]. The product is [Br:5][C:6]1[CH:11]=[CH:10][CH:9]=[C:8]([CH:12]([N:13]=[C:1]=[S:2])[C:14]2[CH:19]=[CH:18][C:17]([O:20][CH3:21])=[CH:16][CH:15]=2)[CH:7]=1. The yield is 0.980.